From a dataset of Forward reaction prediction with 1.9M reactions from USPTO patents (1976-2016). Predict the product of the given reaction. (1) Given the reactants [N:1]([C:4]1[CH:5]=[CH:6][C:7]([CH3:30])=[C:8]([C:10]([C:12]2[CH:17]=[CH:16][C:15]([NH:18][C:19]3[CH:24]=[CH:23][C:22]([C:25]([F:28])(F)F)=C[CH:20]=3)=[CH:14][C:13]=2[Cl:29])=[O:11])[CH:9]=1)=[N+:2]=[N-:3].NC1C=CC(C)=C(C(C2C=CC(NC3C=CC=C(F)C=3)=CC=2Cl)=O)C=1, predict the reaction product. The product is: [N:1]([C:4]1[CH:5]=[CH:6][C:7]([CH3:30])=[C:8]([C:10]([C:12]2[CH:17]=[CH:16][C:15]([NH:18][C:19]3[CH:24]=[CH:23][CH:22]=[C:25]([F:28])[CH:20]=3)=[CH:14][C:13]=2[Cl:29])=[O:11])[CH:9]=1)=[N+:2]=[N-:3]. (2) Given the reactants [CH3:1][C@H:2]1[CH2:6][CH2:5][CH2:4][N:3]1[C:7]1[C:8](=[O:21])[NH:9][C:10]2[C:15]([N:16]=1)=[CH:14][C:13]([C:17]([O:19][CH3:20])=[O:18])=[CH:12][CH:11]=2.N1C=CC=CC=1.[O:28](S(C(F)(F)F)(=O)=O)[S:29]([C:32]([F:35])([F:34])[F:33])(=O)=[O:30], predict the reaction product. The product is: [CH3:1][C@H:2]1[CH2:6][CH2:5][CH2:4][N:3]1[C:7]1[C:8]([O:21][S:29]([C:32]([F:35])([F:34])[F:33])(=[O:30])=[O:28])=[N:9][C:10]2[C:15]([N:16]=1)=[CH:14][C:13]([C:17]([O:19][CH3:20])=[O:18])=[CH:12][CH:11]=2. (3) Given the reactants [C:1]([O:4][CH2:5][C@H:6]1[CH2:11][C@@H:10]([O:12][C:13](=[O:15])[CH3:14])[CH2:9][CH2:8][C@@:7]1([C@H:17]1[CH2:25][CH2:24][C@@:23]2([CH3:26])[C@@H:19]([CH2:20][CH2:21][C@@:22]2([OH:32])[C:27]2[S:28][CH:29]=[CH:30][CH:31]=2)[C@@H:18]1[CH2:33]O)[CH3:16])(=[O:3])[CH3:2].CS(Cl)(=O)=O.[N-:40]=[N+:41]=[N-:42].[Na+], predict the reaction product. The product is: [C:1]([O:4][CH2:5][C@H:6]1[CH2:11][C@@H:10]([O:12][C:13](=[O:15])[CH3:14])[CH2:9][CH2:8][C@@:7]1([C@H:17]1[CH2:25][CH2:24][C@@:23]2([CH3:26])[C@@H:19]([CH2:20][CH2:21][C@@:22]2([OH:32])[C:27]2[S:28][CH:29]=[CH:30][CH:31]=2)[C@@H:18]1[CH2:33][N:40]=[N+:41]=[N-:42])[CH3:16])(=[O:3])[CH3:2]. (4) Given the reactants C([O:4][C@H:5]1[C@H:10]([O:11]C(=O)C)[C@@H:9]([O:15]C(=O)C)[C@H:8]([C:19]2[CH:24]=[CH:23][C:22]([Cl:25])=[C:21]([CH2:26][C:27]3[CH:32]=[CH:31][C:30]([C:33](=[O:35])[CH3:34])=[CH:29][CH:28]=3)[CH:20]=2)[O:7][C@@H:6]1[CH2:36][O:37]C(=O)C)(=O)C.O.[OH-].[Li+], predict the reaction product. The product is: [Cl:25][C:22]1[CH:23]=[CH:24][C:19]([C@H:8]2[C@H:9]([OH:15])[C@@H:10]([OH:11])[C@H:5]([OH:4])[C@@H:6]([CH2:36][OH:37])[O:7]2)=[CH:20][C:21]=1[CH2:26][C:27]1[CH:32]=[CH:31][C:30]([C:33](=[O:35])[CH3:34])=[CH:29][CH:28]=1. (5) Given the reactants Cl[C:2]1[CH:7]=[C:6]([Cl:8])[N:5]=[C:4]([S:9][CH3:10])[N:3]=1.[Cl:11][C:12]1[CH:17]=[C:16]([Cl:18])[CH:15]=[CH:14][C:13]=1[CH2:19][CH2:20][NH2:21].C(=O)(O)[O-].[Na+].O, predict the reaction product. The product is: [Cl:8][C:6]1[N:5]=[C:4]([S:9][CH3:10])[N:3]=[C:2]([NH:21][CH2:20][CH2:19][C:13]2[CH:14]=[CH:15][C:16]([Cl:18])=[CH:17][C:12]=2[Cl:11])[CH:7]=1. (6) Given the reactants [CH3:1][C:2]1[CH:7]=[C:6]([CH3:8])[N:5]=[C:4]([NH:9][C:10](=[O:18])OC2C=CC=CC=2)[CH:3]=1.FC1C=CC(CN2C=C(NC([N:33]3[CH2:38][CH2:37][O:36][CH:35]([CH2:39][OH:40])[CH2:34]3)=O)C=N2)=CC=1, predict the reaction product. The product is: [CH3:1][C:2]1[CH:7]=[C:6]([CH3:8])[N:5]=[C:4]([NH:9][C:10]([N:33]2[CH2:38][CH2:37][O:36][CH:35]([CH2:39][OH:40])[CH2:34]2)=[O:18])[CH:3]=1. (7) Given the reactants Br[C:2]1[CH:3]=[N:4][C:5]([NH:8][CH:9]([CH2:16][CH:17]([CH3:19])[CH3:18])[C:10]([NH:12][CH2:13][C:14]#[N:15])=[O:11])=[N:6][CH:7]=1.[C:20]([O:24][C:25]([N:27]1[CH2:32][CH2:31][N:30]([C:33]2[CH:38]=[CH:37][C:36](B(O)O)=[CH:35][CH:34]=2)[CH2:29][CH2:28]1)=[O:26])([CH3:23])([CH3:22])[CH3:21].C(=O)([O-])[O-].[Na+].[Na+].O, predict the reaction product. The product is: [C:14]([CH2:13][NH:12][C:10]([CH:9]([NH:8][C:5]1[N:4]=[CH:3][C:2]([C:36]2[CH:35]=[CH:34][C:33]([N:30]3[CH2:29][CH2:28][N:27]([C:25]([O:24][C:20]([CH3:23])([CH3:22])[CH3:21])=[O:26])[CH2:32][CH2:31]3)=[CH:38][CH:37]=2)=[CH:7][N:6]=1)[CH2:16][CH:17]([CH3:19])[CH3:18])=[O:11])#[N:15]. (8) Given the reactants Br[C:2]1[CH:7]=[CH:6][C:5]([S:8]([N:11]2[CH2:16][CH2:15][N:14]([CH3:17])[CH2:13][CH2:12]2)(=[O:10])=[O:9])=[C:4]([O:18][C:19]([F:22])([F:21])[F:20])[CH:3]=1.Br[C:24]1[CH:25]=[C:26]2[C:32]([C:33]([O:35][CH3:36])=[O:34])=[CH:31][NH:30][C:27]2=[N:28][CH:29]=1, predict the reaction product. The product is: [CH3:17][N:14]1[CH2:15][CH2:16][N:11]([S:8]([C:5]2[CH:6]=[CH:7][C:2]([C:24]3[CH:25]=[C:26]4[C:32]([C:33]([O:35][CH3:36])=[O:34])=[CH:31][NH:30][C:27]4=[N:28][CH:29]=3)=[CH:3][C:4]=2[O:18][C:19]([F:22])([F:21])[F:20])(=[O:10])=[O:9])[CH2:12][CH2:13]1.